This data is from Peptide-MHC class I binding affinity with 185,985 pairs from IEDB/IMGT. The task is: Regression. Given a peptide amino acid sequence and an MHC pseudo amino acid sequence, predict their binding affinity value. This is MHC class I binding data. (1) The peptide sequence is RKAVFISPY. The MHC is HLA-A26:01 with pseudo-sequence HLA-A26:01. The binding affinity (normalized) is 0.275. (2) The peptide sequence is SEWGWRIPF. The MHC is HLA-B15:42 with pseudo-sequence HLA-B15:42. The binding affinity (normalized) is 0.213. (3) The peptide sequence is DPHGPVQLSYYD. The MHC is HLA-B35:01 with pseudo-sequence HLA-B35:01. The binding affinity (normalized) is 0.0662. (4) The peptide sequence is IVAIDLDPV. The MHC is HLA-A02:06 with pseudo-sequence HLA-A02:06. The binding affinity (normalized) is 0.777. (5) The peptide sequence is VTTQRQSVY. The MHC is HLA-A24:03 with pseudo-sequence HLA-A24:03. The binding affinity (normalized) is 0.213. (6) The peptide sequence is NPAACSYMV. The MHC is HLA-B27:05 with pseudo-sequence HLA-B27:05. The binding affinity (normalized) is 0.213.